This data is from Full USPTO retrosynthesis dataset with 1.9M reactions from patents (1976-2016). The task is: Predict the reactants needed to synthesize the given product. (1) The reactants are: OO.[C:3]([C:5]1[C:6]([O:11][CH:12]2[CH:18]([C:19]3[CH:24]=[CH:23][C:22]([Cl:25])=[C:21]([Cl:26])[CH:20]=3)[O:17][CH2:16][CH2:15][N:14]([C:27]([O:29][C:30]([CH3:33])([CH3:32])[CH3:31])=[O:28])[CH2:13]2)=[N:7][CH:8]=[CH:9][CH:10]=1)#[N:4].C(=O)([O-])[O-:35].[K+].[K+].O. Given the product [C:3]([C:5]1[C:6]([O:11][CH:12]2[CH:18]([C:19]3[CH:24]=[CH:23][C:22]([Cl:25])=[C:21]([Cl:26])[CH:20]=3)[O:17][CH2:16][CH2:15][N:14]([C:27]([O:29][C:30]([CH3:33])([CH3:32])[CH3:31])=[O:28])[CH2:13]2)=[N:7][CH:8]=[CH:9][CH:10]=1)(=[O:35])[NH2:4], predict the reactants needed to synthesize it. (2) Given the product [CH2:7]([NH:6][CH2:5][C:4]([OH:14])=[O:3])[C:8]1[CH:13]=[CH:12][CH:11]=[CH:10][CH:9]=1, predict the reactants needed to synthesize it. The reactants are: C([O:3][C:4](=[O:14])[CH2:5][NH:6][CH2:7][C:8]1[CH:13]=[CH:12][CH:11]=[CH:10][CH:9]=1)C.